From a dataset of Full USPTO retrosynthesis dataset with 1.9M reactions from patents (1976-2016). Predict the reactants needed to synthesize the given product. Given the product [Cl:1][C:2]1[CH:22]=[C:21]([F:23])[CH:20]=[CH:19][C:3]=1[CH2:4][N:5]([O:17][CH3:18])[C:6]([C:7]1[CH2:26][N:27]([CH3:28])[C:12](=[O:13])[C:8]=1[OH:9])=[O:16], predict the reactants needed to synthesize it. The reactants are: [Cl:1][C:2]1[CH:22]=[C:21]([F:23])[CH:20]=[CH:19][C:3]=1[CH2:4][N:5]([O:17][CH3:18])[C:6](=[O:16])[CH:7]=[C:8]1[C:12](=[O:13])OC(C)(C)[O:9]1.C=O.[CH3:26][NH2:27].[CH3:28]O.